Dataset: Peptide-MHC class II binding affinity with 134,281 pairs from IEDB. Task: Regression. Given a peptide amino acid sequence and an MHC pseudo amino acid sequence, predict their binding affinity value. This is MHC class II binding data. (1) The peptide sequence is VAEAYCVGKLKRSLG. The MHC is DRB1_0101 with pseudo-sequence DRB1_0101. The binding affinity (normalized) is 0.394. (2) The peptide sequence is INEPCAAAIAYGLDR. The MHC is HLA-DQA10501-DQB10301 with pseudo-sequence HLA-DQA10501-DQB10301. The binding affinity (normalized) is 0.731.